This data is from Catalyst prediction with 721,799 reactions and 888 catalyst types from USPTO. The task is: Predict which catalyst facilitates the given reaction. (1) Reactant: N(C(OC(C)C)=O)=NC(OC(C)C)=[O:4].[Cl:15][C:16]1[CH:21]=[C:20]([S:22]([CH3:25])(=[O:24])=[O:23])[CH:19]=[CH:18][C:17]=1[NH:26][C:27]1[CH:32]=[C:31]([F:33])[CH:30]=[CH:29][C:28]=1[OH:34].C1(P(C2C=CC=CC=2)C2C=CC=CC=2)C=CC=CC=1.[OH-].[Na+].[CH2:56]1[CH2:60][O:59]C[CH2:57]1. Product: [Cl:15][C:16]1[CH:21]=[C:20]([S:22]([CH3:25])(=[O:24])=[O:23])[CH:19]=[CH:18][C:17]=1[NH:26][C:27]1[CH:32]=[C:31]([F:33])[CH:30]=[CH:29][C:28]=1[O:34][C@@H:56]([CH3:57])[C:60]([OH:59])=[O:4]. The catalyst class is: 6. (2) Reactant: [Cl:1][C:2]1[CH:7]=[CH:6][C:5]([C:8]2[C:12]([C:13]([C:16]3[CH:17]=[N:18][CH:19]=[CH:20][CH:21]=3)([OH:15])[CH3:14])=[C:11]([C:22]3[CH:27]=[CH:26][CH:25]=[CH:24][CH:23]=3)[O:10][N:9]=2)=[CH:4][CH:3]=1.[H-].[Na+].[CH3:30]I. Product: [Cl:1][C:2]1[CH:3]=[CH:4][C:5]([C:8]2[C:12]([C:13]([C:16]3[CH:17]=[N:18][CH:19]=[CH:20][CH:21]=3)([O:15][CH3:30])[CH3:14])=[C:11]([C:22]3[CH:23]=[CH:24][CH:25]=[CH:26][CH:27]=3)[O:10][N:9]=2)=[CH:6][CH:7]=1. The catalyst class is: 7. (3) Reactant: [O:1]=[C:2]1[CH2:5][CH:4]([C:6]([OH:8])=O)[CH2:3]1.ClC(N(C)C)=C(C)C.[Cl:17][C:18]1[C:19]([C:25]2[CH:26]=[CH:27][C:28]3[N:32]=[CH:31][N:30]([CH2:33][C:34]4[CH:39]=[CH:38][CH:37]=[C:36]([F:40])[CH:35]=4)[C:29]=3[CH:41]=2)=[CH:20][C:21]([NH2:24])=[N:22][CH:23]=1.O1CCCC1.N1C=CC=CC=1. Product: [Cl:17][C:18]1[C:19]([C:25]2[CH:26]=[CH:27][C:28]3[N:32]=[CH:31][N:30]([CH2:33][C:34]4[CH:39]=[CH:38][CH:37]=[C:36]([F:40])[CH:35]=4)[C:29]=3[CH:41]=2)=[CH:20][C:21]([NH:24][C:6]([CH:4]2[CH2:3][C:2](=[O:1])[CH2:5]2)=[O:8])=[N:22][CH:23]=1. The catalyst class is: 4. (4) Reactant: [H-].[H-].[H-].[H-].[Li+].[Al+3].[O:7]1[C@@H:12]([C:13]([N:15]2[CH2:20][CH2:19][N:18]([C:21]3[N:31]=[CH:30][CH:29]=[CH:28][C:22]=3[C:23](OCC)=[O:24])[CH2:17][CH2:16]2)=O)[CH2:11][O:10][C:9]2[CH:32]=[CH:33][CH:34]=[CH:35][C:8]1=2.O. Product: [O:7]1[C@@H:12]([CH2:13][N:15]2[CH2:16][CH2:17][N:18]([C:21]3[C:22]([CH2:23][OH:24])=[CH:28][CH:29]=[CH:30][N:31]=3)[CH2:19][CH2:20]2)[CH2:11][O:10][C:9]2[CH:32]=[CH:33][CH:34]=[CH:35][C:8]1=2. The catalyst class is: 1. (5) Reactant: [CH2:1]([N:3]1[C:8]([CH3:9])=[C:7]([CH3:10])[CH:6]=[C:5]([C:11]([OH:13])=O)[C:4]1=[O:14])[CH3:2].[CH2:15]([NH2:22])[C:16]1[CH:21]=[CH:20][CH:19]=[CH:18][CH:17]=1.C(N(C(C)C)CC)(C)C.F[P-](F)(F)(F)(F)F.N1(O[P+](N2CCCC2)(N2CCCC2)N2CCCC2)C2C=CC=CC=2N=N1. Product: [CH2:15]([NH:22][C:11]([C:5]1[C:4](=[O:14])[N:3]([CH2:1][CH3:2])[C:8]([CH3:9])=[C:7]([CH3:10])[CH:6]=1)=[O:13])[C:16]1[CH:21]=[CH:20][CH:19]=[CH:18][CH:17]=1. The catalyst class is: 39. (6) Reactant: [F:1][C:2]1[CH:7]=[C:6]([N:8]2[CH2:13][CH2:12][CH:11]([N:14]3[CH2:18][CH2:17][CH2:16][C@@H:15]3[CH3:19])[CH2:10]C2)[CH:5]=[CH:4][C:3]=1[NH2:20].[CH3:21][O:22][C:23]([C:25]1([CH2:31][CH:32]=O)[CH2:30][CH2:29][CH2:28][CH2:27][CH2:26]1)=[O:24].[BH-](OC(C)=O)(OC(C)=O)OC(C)=O.[Na+].CC(O)=O. Product: [CH3:21][O:22][C:23]([C:25]1([CH2:31][CH2:32][NH:20][C:3]2[CH:4]=[CH:5][C:6]([N:8]3[CH2:13][CH2:12][C@@H:11]([N:14]4[CH2:18][CH2:17][CH2:16][C@@H:15]4[CH3:19])[CH2:10]3)=[CH:7][C:2]=2[F:1])[CH2:30][CH2:29][CH2:28][CH2:27][CH2:26]1)=[O:24]. The catalyst class is: 26.